This data is from Forward reaction prediction with 1.9M reactions from USPTO patents (1976-2016). The task is: Predict the product of the given reaction. (1) Given the reactants Br[C:2]1[CH:3]=[C:4]2[C:9](=[CH:10][CH:11]=1)[CH:8]=[C:7]([OH:12])[CH:6]=[CH:5]2.COCCOC.C(=O)([O-])[O-].[Na+].[Na+].[NH2:25][C:26]1[CH:27]=[C:28](B(O)O)[CH:29]=[CH:30][CH:31]=1, predict the reaction product. The product is: [NH2:25][C:26]1[CH:31]=[C:30]([C:2]2[CH:3]=[C:4]3[C:9](=[CH:10][CH:11]=2)[CH:8]=[C:7]([OH:12])[CH:6]=[CH:5]3)[CH:29]=[CH:28][CH:27]=1. (2) Given the reactants C(OC(N1CC[N:11]([CH2:14][C:15]2[CH:20]=[CH:19][C:18]([C@@H:21]3[O:30][C:25]4=[N:26][CH:27]=[CH:28][CH:29]=[C:24]4[O:23][CH2:22]3)=[CH:17][CH:16]=2)CC1)=O)(C)(C)C.[C:31]1([C:37]2([OH:43])[CH2:42][CH2:41]N[CH2:39][CH2:38]2)[CH:36]=[CH:35][CH:34]=[CH:33][CH:32]=1, predict the reaction product. The product is: [O:23]1[C:24]2[C:25](=[N:26][CH:27]=[CH:28][CH:29]=2)[O:30][C@@H:21]([C:18]2[CH:17]=[CH:16][C:15]([CH2:14][N:11]3[CH2:39][CH2:38][C:37]([C:31]4[CH:32]=[CH:33][CH:34]=[CH:35][CH:36]=4)([OH:43])[CH2:42][CH2:41]3)=[CH:20][CH:19]=2)[CH2:22]1. (3) Given the reactants [OH:1][C:2]1[CH:7]=[CH:6][C:5]([C:8](=[O:41])[CH2:9][CH2:10][C:11]2[S:15][C:14]([C:16]3[CH:21]=[CH:20][C:19]([C:22]([F:25])([F:24])[F:23])=[CH:18][CH:17]=3)=[N:13][C:12]=2[CH2:26][N:27]2[CH2:32][CH2:31][N:30]([C:33]3[CH:38]=[CH:37][C:36]([O:39][CH3:40])=[CH:35][CH:34]=3)[CH2:29][CH2:28]2)=[CH:4][C:3]=1[CH3:42].Br[CH2:44][C:45]([O:47][CH2:48][CH3:49])=[O:46].C(=O)([O-])[O-].[K+].[K+], predict the reaction product. The product is: [CH3:40][O:39][C:36]1[CH:35]=[CH:34][C:33]([N:30]2[CH2:29][CH2:28][N:27]([CH2:26][C:12]3[N:13]=[C:14]([C:16]4[CH:17]=[CH:18][C:19]([C:22]([F:25])([F:23])[F:24])=[CH:20][CH:21]=4)[S:15][C:11]=3[CH2:10][CH2:9][C:8]([C:5]3[CH:6]=[CH:7][C:2]([O:1][CH2:44][C:45]([O:47][CH2:48][CH3:49])=[O:46])=[C:3]([CH3:42])[CH:4]=3)=[O:41])[CH2:32][CH2:31]2)=[CH:38][CH:37]=1. (4) Given the reactants [CH3:1][N:2]1[C:6]2[CH:7]=[CH:8][C:9]([C:11]([OH:13])=O)=[CH:10][C:5]=2[N:4]=[N:3]1.CCN=C=NCCCN(C)C.Cl.[CH3:26][C:27]1([CH3:35])[O:32][C:31](=[O:33])[CH2:30][C:29](=[O:34])[O:28]1, predict the reaction product. The product is: [CH3:26][C:27]1([CH3:35])[O:32][C:31](=[O:33])[CH:30]([C:11]([C:9]2[CH:8]=[CH:7][C:6]3[N:2]([CH3:1])[N:3]=[N:4][C:5]=3[CH:10]=2)=[O:13])[C:29](=[O:34])[O:28]1. (5) Given the reactants Br[C:2]1[CH:7]=[CH:6][C:5]([NH:8][C:9]([C:11]2[NH:12][CH:13]=[C:14]([C:16]#[N:17])[N:15]=2)=[O:10])=[C:4]([C:18]2[CH2:23][CH2:22][CH2:21][CH2:20][CH:19]=2)[CH:3]=1.C([Mg]Cl)(C)C.[CH3:29][C:30]1([CH3:33])[CH2:32][O:31]1.B(F)(F)F.CCOCC.[Li]C(C)(C)C, predict the reaction product. The product is: [C:18]1([C:4]2[CH:3]=[C:2]([CH2:29][C:30]([OH:31])([CH3:33])[CH3:32])[CH:7]=[CH:6][C:5]=2[NH:8][C:9]([C:11]2[NH:12][CH:13]=[C:14]([C:16]#[N:17])[N:15]=2)=[O:10])[CH2:23][CH2:22][CH2:21][CH2:20][CH:19]=1. (6) Given the reactants Br[C:2]1[CH:7]=[CH:6][C:5]([OH:8])=[C:4]([F:9])[CH:3]=1.C(N(C(C)C)CC)(C)C.CC1(C)C2C=CC=C(P(C3C=CC=CC=3)C3C=CC=CC=3)C=2OC2C1=CC=CC=2P(C1C=CC=CC=1)C1C=CC=CC=1.[SH:61][CH2:62][CH2:63][OH:64], predict the reaction product. The product is: [F:9][C:4]1[CH:3]=[C:2]([S:61][CH2:62][CH2:63][OH:64])[CH:7]=[CH:6][C:5]=1[OH:8]. (7) Given the reactants [Cl:1][C:2]1[N:10]=[C:9]2[C:5]([N:6]=[CH:7][NH:8]2)=[C:4]([Cl:11])[N:3]=1.Br[CH:13]([CH3:18])[C:14]([O:16][CH3:17])=[O:15].C(=O)([O-])[O-].[K+].[K+].C(=O)(O)[O-].[Na+], predict the reaction product. The product is: [Cl:1][C:2]1[N:10]=[C:9]2[C:5]([N:6]=[CH:7][N:8]2[CH:13]([CH3:18])[C:14]([O:16][CH3:17])=[O:15])=[C:4]([Cl:11])[N:3]=1. (8) Given the reactants [CH3:1][O:2][C:3]1[CH:4]=[C:5]([OH:9])[CH:6]=[CH:7][CH:8]=1.[N:10]([O-:12])=[O:11].[Na+].[N+]([O-])(O)=O.O, predict the reaction product. The product is: [N+:10]([C:6]1[CH:7]=[CH:8][C:3]([O:2][CH3:1])=[CH:4][C:5]=1[OH:9])([O-:12])=[O:11].